From a dataset of Forward reaction prediction with 1.9M reactions from USPTO patents (1976-2016). Predict the product of the given reaction. Given the reactants [S:1]([N:11]1[C:15]2=[N:16][CH:17]=[CH:18][CH:19]=[C:14]2[C:13](=[O:20])[CH2:12]1)([C:4]1[CH:10]=[CH:9][C:7]([CH3:8])=[CH:6][CH:5]=1)(=[O:3])=[O:2].[CH2:21](O)[CH3:22], predict the reaction product. The product is: [CH2:21]([O:20][C:13]1[C:14]2[C:15](=[N:16][CH:17]=[CH:18][CH:19]=2)[N:11]([S:1]([C:4]2[CH:10]=[CH:9][C:7]([CH3:8])=[CH:6][CH:5]=2)(=[O:3])=[O:2])[CH:12]=1)[CH3:22].